This data is from Full USPTO retrosynthesis dataset with 1.9M reactions from patents (1976-2016). The task is: Predict the reactants needed to synthesize the given product. Given the product [CH3:11][S:8]([C:5]([CH3:7])([CH3:6])[C:4]([OH:12])=[O:3])(=[O:10])=[O:9], predict the reactants needed to synthesize it. The reactants are: C([O:3][C:4](=[O:12])[C:5]([S:8]([CH3:11])(=[O:10])=[O:9])([CH3:7])[CH3:6])C.O.[OH-].[Li+].